This data is from Forward reaction prediction with 1.9M reactions from USPTO patents (1976-2016). The task is: Predict the product of the given reaction. (1) Given the reactants C(OC([N:8]1[CH2:12][CH2:11][CH:10]([O:13][C:14](=[O:16])[CH3:15])[CH:9]1[CH2:17][C:18]1[C:26]2[C:21](=[CH:22][CH:23]=[CH:24][CH:25]=2)[NH:20][CH:19]=1)=O)(C)(C)C.C(O)(C(F)(F)F)=O, predict the reaction product. The product is: [NH:20]1[C:21]2[C:26](=[CH:25][CH:24]=[CH:23][CH:22]=2)[C:18]([CH2:17][CH:9]2[CH:10]([O:13][C:14](=[O:16])[CH3:15])[CH2:11][CH2:12][NH:8]2)=[CH:19]1. (2) Given the reactants [NH:1]1[CH:5]=[CH:4][C:3]([CH:6]=O)=[N:2]1.[NH2:8][C:9]([CH3:31])([CH2:21][C:22]1[C:30]2[C:25](=[CH:26][CH:27]=[CH:28][CH:29]=2)[NH:24][CH:23]=1)[C:10]([NH:12][CH:13]([C:15]1[CH:20]=[CH:19][CH:18]=[CH:17][CH:16]=1)[CH3:14])=[O:11].C(O[BH-](OC(=O)C)OC(=O)C)(=O)C.[Na+], predict the reaction product. The product is: [NH:24]1[C:25]2[C:30](=[CH:29][CH:28]=[CH:27][CH:26]=2)[C:22]([CH2:21][C:9]([CH3:31])([NH:8][CH2:6][C:3]2[NH:2][N:1]=[CH:5][CH:4]=2)[C:10]([NH:12][CH:13]([C:15]2[CH:16]=[CH:17][CH:18]=[CH:19][CH:20]=2)[CH3:14])=[O:11])=[CH:23]1. (3) Given the reactants CC(O)=O.Cl[C:6]1[N:7]=[N:8][CH:9]=[C:10]([Cl:13])[C:11]=1[NH2:12].[CH:14]([NH2:17])([CH3:16])[CH3:15], predict the reaction product. The product is: [Cl:13][C:10]1[C:11]([NH2:12])=[C:6]([NH:17][CH:14]([CH3:16])[CH3:15])[N:7]=[N:8][CH:9]=1. (4) The product is: [C:47]([O:46][C:44]([N:43]=[C:40]([NH:39][C:37]([O:36][C:32]([CH3:35])([CH3:34])[CH3:33])=[O:38])[NH:1][C@H:2]1[CH2:7][CH2:6][C@H:5]([NH:8][C:9]2[CH:28]=[CH:27][C:26]([N+:29]([O-:31])=[O:30])=[CH:25][C:10]=2[C:11]([NH:13][CH2:14][C:15]2[CH:20]=[CH:19][C:18]([O:21][CH3:22])=[C:17]([O:23][CH3:24])[CH:16]=2)=[O:12])[CH2:4][CH2:3]1)=[O:45])([CH3:50])([CH3:49])[CH3:48]. Given the reactants [NH2:1][C@H:2]1[CH2:7][CH2:6][C@H:5]([NH:8][C:9]2[CH:28]=[CH:27][C:26]([N+:29]([O-:31])=[O:30])=[CH:25][C:10]=2[C:11]([NH:13][CH2:14][C:15]2[CH:20]=[CH:19][C:18]([O:21][CH3:22])=[C:17]([O:23][CH3:24])[CH:16]=2)=[O:12])[CH2:4][CH2:3]1.[C:32]([O:36][C:37]([NH:39][C:40](=[N:43][C:44]([O:46][C:47]([CH3:50])([CH3:49])[CH3:48])=[O:45])SC)=[O:38])([CH3:35])([CH3:34])[CH3:33], predict the reaction product. (5) Given the reactants [CH3:1][O:2][C:3]1[CH:4]=[C:5]([Mg]Br)[CH:6]=[CH:7][CH:8]=1.C([N:14]1[CH2:19][CH2:18][CH:17]([C:20]#N)[CH2:16][CH2:15]1)(=O)C.Cl.C1C[O:26]CC1, predict the reaction product. The product is: [CH3:1][O:2][C:3]1[CH:4]=[C:5]([CH:6]=[CH:7][CH:8]=1)[C:20]([CH:17]1[CH2:16][CH2:15][NH:14][CH2:19][CH2:18]1)=[O:26]. (6) Given the reactants [CH3:1][C:2]([O:5][C:6]([NH:8][C@@H:9]([C:14]([OH:16])=O)[C:10]([CH3:13])([CH3:12])[CH3:11])=[O:7])([CH3:4])[CH3:3].CCN(C(C)C)C(C)C.CN(C(ON1N=NC2C=CC=NC1=2)=[N+](C)C)C.F[P-](F)(F)(F)(F)F.[CH3:50][C:51]1([CH3:68])[C:55]2[C:56]([O:60][C:61]3[N:66]=[CH:65][C:64]([NH2:67])=[CH:63][N:62]=3)=[CH:57][CH:58]=[CH:59][C:54]=2[O:53][CH2:52]1, predict the reaction product. The product is: [CH3:50][C:51]1([CH3:68])[C:55]2[C:56]([O:60][C:61]3[N:62]=[CH:63][C:64]([NH:67][C:14]([C@H:9]([NH:8][C:6](=[O:7])[O:5][C:2]([CH3:1])([CH3:3])[CH3:4])[C:10]([CH3:11])([CH3:12])[CH3:13])=[O:16])=[CH:65][N:66]=3)=[CH:57][CH:58]=[CH:59][C:54]=2[O:53][CH2:52]1. (7) Given the reactants [CH3:1][O:2][C:3]1[CH:22]=[CH:21][C:6]([CH2:7][C@@H:8]2[C:12]3=[N:13][C:14]4[CH:19]=[CH:18][CH:17]=[CH:16][C:15]=4[N:11]3[C:10](=[O:20])[NH:9]2)=[CH:5][CH:4]=1.[NH2:23][C@@H:24]1[CH2:29][CH2:28][CH2:27][N:26]([C:30]([O:32][C:33]([CH3:36])([CH3:35])[CH3:34])=[O:31])[CH2:25]1, predict the reaction product. The product is: [NH:11]1[C:15]2[CH:16]=[CH:17][CH:18]=[CH:19][C:14]=2[N:13]=[C:12]1[C@H:8]([NH:9][C:10](=[O:20])[NH:23][C@@H:24]1[CH2:29][CH2:28][CH2:27][N:26]([C:30]([O:32][C:33]([CH3:36])([CH3:35])[CH3:34])=[O:31])[CH2:25]1)[CH2:7][C:6]1[CH:5]=[CH:4][C:3]([O:2][CH3:1])=[CH:22][CH:21]=1.